From a dataset of Forward reaction prediction with 1.9M reactions from USPTO patents (1976-2016). Predict the product of the given reaction. (1) Given the reactants [Cl:1][C:2]1[CH:7]=[CH:6][C:5]([S:8](Cl)(=[O:10])=[O:9])=[CH:4][CH:3]=1.[NH2:12][C@@H:13]([C@H:16]([OH:18])[CH3:17])[CH2:14][OH:15].C(=O)([O-])[O-].[K+].[K+], predict the reaction product. The product is: [Cl:1][C:2]1[CH:7]=[CH:6][C:5]([S:8]([NH:12][C@@H:13]([C@H:16]([OH:18])[CH3:17])[CH2:14][OH:15])(=[O:10])=[O:9])=[CH:4][CH:3]=1. (2) Given the reactants [Br:1][C:2]1[N:6]([CH2:7][CH3:8])[C:5]([CH:9]=[O:10])=[N:4][C:3]=1[CH3:11].[BH4-].[Na+], predict the reaction product. The product is: [Br:1][C:2]1[N:6]([CH2:7][CH3:8])[C:5]([CH2:9][OH:10])=[N:4][C:3]=1[CH3:11]. (3) The product is: [Cl:1][C:2]1[CH:3]=[CH:4][C:5]2[CH:15]([OH:16])[C:10]3=[N:11][CH:12]=[CH:13][CH:14]=[C:9]3[CH2:8][CH2:7][C:6]=2[CH:17]=1. Given the reactants [Cl:1][C:2]1[CH:3]=[CH:4][C:5]2[C:15](=[O:16])[C:10]3=[N:11][CH:12]=[CH:13][CH:14]=[C:9]3[CH2:8][CH2:7][C:6]=2[CH:17]=1.[BH4-].[Na+], predict the reaction product. (4) Given the reactants C(O[C:4]([C:6]1[C:7]2[S:14][CH:13]=[C:12]([CH2:15][O:16][C:17]3[CH:22]=[CH:21][CH:20]=[C:19]([NH:23][C:24](=[O:32])[C:25]4[CH:30]=[CH:29][CH:28]=[CH:27][C:26]=4[F:31])[CH:18]=3)[C:8]=2[CH:9]=[N:10][CH:11]=1)=[O:5])C.[CH2:33]([CH2:35][NH2:36])[OH:34], predict the reaction product. The product is: [OH:34][CH2:33][CH2:35][NH:36][C:4]([C:6]1[C:7]2[S:14][CH:13]=[C:12]([CH2:15][O:16][C:17]3[CH:22]=[CH:21][CH:20]=[C:19]([NH:23][C:24](=[O:32])[C:25]4[CH:30]=[CH:29][CH:28]=[CH:27][C:26]=4[F:31])[CH:18]=3)[C:8]=2[CH:9]=[N:10][CH:11]=1)=[O:5]. (5) Given the reactants NC1C(C(=O)C)=CC=CN=1.C(N(CC)CC)C.C(Cl)(=O)C(C)(C)C.C([O:31][C:32]1([CH3:46])[O:37][C:36]([C:38]([CH3:41])([CH3:40])[CH3:39])=[N:35][C:34]2[N:42]=[CH:43][CH:44]=[CH:45][C:33]1=2)(=O)C(C)(C)C.Cl, predict the reaction product. The product is: [C:32]([C:33]1[C:34]([NH:35][C:36](=[O:37])[C:38]([CH3:41])([CH3:40])[CH3:39])=[N:42][CH:43]=[CH:44][CH:45]=1)(=[O:31])[CH3:46]. (6) Given the reactants [Cl:1][C:2]1[N:3]=[C:4]([N:11]2[CH2:16][CH2:15][O:14][CH2:13][CH2:12]2)[C:5]2[S:10][CH:9]=[CH:8][C:6]=2[N:7]=1.[Li]CCCC.CN([CH:25]=[O:26])C.Cl, predict the reaction product. The product is: [Cl:1][C:2]1[N:3]=[C:4]([N:11]2[CH2:16][CH2:15][O:14][CH2:13][CH2:12]2)[C:5]2[S:10][C:9]([CH:25]=[O:26])=[CH:8][C:6]=2[N:7]=1. (7) Given the reactants [C:1]1([C:21]2[CH:26]=[CH:25][CH:24]=[CH:23][CH:22]=2)[CH:6]=[CH:5][C:4]([C:7]([N:9]2[CH2:13][C:12](=[N:14][O:15][CH3:16])[CH2:11][C@H:10]2[C:17](=[N:19][OH:20])[NH2:18])=[O:8])=[CH:3][CH:2]=1.[C:27]([NH:30][CH2:31][C:32](O)=O)(=[O:29])[CH3:28], predict the reaction product. The product is: [C:1]1([C:21]2[CH:26]=[CH:25][CH:24]=[CH:23][CH:22]=2)[CH:2]=[CH:3][C:4]([C:7]([N:9]2[CH2:13][C:12](=[N:14][O:15][CH3:16])[CH2:11][C@H:10]2[C:17]2[N:18]=[C:32]([CH2:31][NH:30][C:27](=[O:29])[CH3:28])[O:20][N:19]=2)=[O:8])=[CH:5][CH:6]=1.